From a dataset of Reaction yield outcomes from USPTO patents with 853,638 reactions. Predict the reaction yield, written as a fraction of the theoretical maximum amount of product (1.0 means a 100% yield; for example, 0.34 means a 34% yield). (1) The product is [Cl:1][C:2]1[CH:3]=[CH:4][C:5]([N:15]2[CH:19]=[C:18]([C:20]([F:21])([F:23])[F:22])[N:17]=[N:16]2)=[C:6]([C:8]2[N:13]=[CH:12][N:11]([C@@H:60]3[C:76]4[CH:77]=[C:72]([CH:73]=[CH:74][CH:75]=4)[C:71]4[N:70]([CH:78]([F:80])[F:79])[N:69]=[CH:68][C:67]=4[NH:66][C:65](=[O:81])[C@H:64]([CH3:82])[CH2:63][CH2:62][CH2:61]3)[C:10](=[O:14])[CH:9]=2)[CH:7]=1. The reactants are [Cl:1][C:2]1[CH:3]=[CH:4][C:5]([N:15]2[CH:19]=[C:18]([C:20]([F:23])([F:22])[F:21])[N:17]=[N:16]2)=[C:6]([C:8]2[N:13]=[CH:12][N:11]=[C:10]([OH:14])[CH:9]=2)[CH:7]=1.CN(C(ON1N=NC2C=CC=NC1=2)=[N+](C)C)C.F[P-](F)(F)(F)(F)F.C1CCN2C(=NCCC2)CC1.N[C@@H:60]1[C:76]2[CH:77]=[C:72]([CH:73]=[CH:74][CH:75]=2)[C:71]2[N:70]([CH:78]([F:80])[F:79])[N:69]=[CH:68][C:67]=2[NH:66][C:65](=[O:81])[C@H:64]([CH3:82])[CH2:63][CH2:62][CH2:61]1. The catalyst is CC#N.CN(C=O)C. The yield is 0.340. (2) The reactants are [CH:1]1([CH2:7][CH:8]2[CH2:13][CH:12]([C:14](=[O:21])[CH2:15][C:16](OCC)=[O:17])[CH2:11][CH2:10][N:9]2[C:22]([O:24][CH3:25])=[O:23])[CH2:6][CH2:5][CH2:4][CH2:3][CH2:2]1.[OH-].[Na+].Cl.[NH2:29]O.Cl. The catalyst is CO.CO.O.O. The product is [CH:1]1([CH2:7][C@@H:8]2[CH2:13][C@@H:12]([C:14]3[O:21][NH:29][C:16](=[O:17])[CH:15]=3)[CH2:11][CH2:10][N:9]2[C:22]([O:24][CH3:25])=[O:23])[CH2:6][CH2:5][CH2:4][CH2:3][CH2:2]1. The yield is 0.220. (3) The reactants are [Cl:1][C:2]1[CH:7]=[CH:6][C:5]([C@H:8]2[CH2:13][CH2:12][C@H:11]([C:14]3[C:15](=[O:26])[C:16]4[C:21]([C:22](=[O:25])[C:23]=3Cl)=[CH:20][CH:19]=[CH:18][CH:17]=4)[CH2:10][CH2:9]2)=[CH:4][CH:3]=1.[OH-:27].[K+]. The catalyst is CO.O. The product is [CH:18]1[CH:19]=[CH:20][C:21]2[C:22]([C:23]([OH:27])=[C:14]([C@@H:11]3[CH2:10][CH2:9][C@@H:8]([C:5]4[CH:4]=[CH:3][C:2]([Cl:1])=[CH:7][CH:6]=4)[CH2:13][CH2:12]3)[C:15](=[O:26])[C:16]=2[CH:17]=1)=[O:25]. The yield is 0.860. (4) The reactants are [F:1][C:2]1[CH:7]=[CH:6][CH:5]=[C:4]([F:8])[C:3]=1[N:9]1[C:14]2[N:15]=[C:16](S(C)=O)[N:17]=[C:18]([C:19]3[CH:20]=[C:21]([CH:28]=[CH:29][C:30]=3[CH3:31])[C:22]([NH:24][CH:25]([CH3:27])[CH3:26])=[O:23])[C:13]=2[CH2:12][NH:11][C:10]1=[O:35].[N:36]1([CH:42]2[CH2:47][CH2:46][NH:45][CH2:44][CH2:43]2)[CH2:41][CH2:40][CH2:39][CH2:38][CH2:37]1. The catalyst is C(Cl)Cl. The product is [N:36]1([CH:42]2[CH2:47][CH2:46][N:45]([C:16]3[N:17]=[C:18]([C:19]4[CH:20]=[C:21]([CH:28]=[CH:29][C:30]=4[CH3:31])[C:22]([NH:24][CH:25]([CH3:27])[CH3:26])=[O:23])[C:13]4[CH2:12][NH:11][C:10](=[O:35])[N:9]([C:3]5[C:2]([F:1])=[CH:7][CH:6]=[CH:5][C:4]=5[F:8])[C:14]=4[N:15]=3)[CH2:44][CH2:43]2)[CH2:41][CH2:40][CH2:39][CH2:38][CH2:37]1. The yield is 0.190. (5) The reactants are [CH:1]1C=CC(C2C=CC(NC3C=CC=CC=3)=CC=2)=CC=1.[OH:20]/[N:21]=[C:22](/Cl)\[C:23]1[CH:28]=[CH:27][CH:26]=[CH:25][CH:24]=1.C(=O)(O)[O-].[Na+].[C:35]([O:38][CH2:39][CH3:40])(=[O:37])[CH3:36]. The catalyst is O. The product is [C:23]1([C:22]2[CH:1]=[C:36]([C:35]([O:38][CH2:39][CH3:40])=[O:37])[O:20][N:21]=2)[CH:28]=[CH:27][CH:26]=[CH:25][CH:24]=1. The yield is 0.420.